Predict the reactants needed to synthesize the given product. From a dataset of Full USPTO retrosynthesis dataset with 1.9M reactions from patents (1976-2016). (1) Given the product [Br:23][C:24]1[CH:25]=[CH:26][C:27]([C:30]([F:31])([F:32])[F:33])=[CH:28][C:29]=1[C:9]1[CH2:14][CH2:13][N:12]([C:15]([O:17][C:18]([CH3:19])([CH3:20])[CH3:21])=[O:16])[CH2:11][CH:10]=1, predict the reactants needed to synthesize it. The reactants are: CC1(C)C(C)(C)OB([C:9]2[CH2:14][CH2:13][N:12]([C:15]([O:17][C:18]([CH3:21])([CH3:20])[CH3:19])=[O:16])[CH2:11][CH:10]=2)O1.[Br:23][C:24]1[CH:29]=[CH:28][C:27]([C:30]([F:33])([F:32])[F:31])=[CH:26][C:25]=1I.P([O-])([O-])([O-])=O.[K+].[K+].[K+].O. (2) Given the product [F:24][CH:2]([F:1])[C:3]1[N:8]2[N:9]=[CH:10][C:11]([C:12]#[C:13][C:30]3[CH:31]=[CH:26][CH:27]=[C:28]([S:32]([N:35]4[CH2:40][CH2:39][O:38][CH2:37][CH2:36]4)(=[O:34])=[O:33])[CH:29]=3)=[C:7]2[N:6]=[C:5]([C:14]2[CH:19]=[CH:18][C:17]([C:20]([F:23])([F:22])[F:21])=[CH:16][CH:15]=2)[CH:4]=1, predict the reactants needed to synthesize it. The reactants are: [F:1][CH:2]([F:24])[C:3]1[N:8]2[N:9]=[CH:10][C:11]([C:12]#[CH:13])=[C:7]2[N:6]=[C:5]([C:14]2[CH:19]=[CH:18][C:17]([C:20]([F:23])([F:22])[F:21])=[CH:16][CH:15]=2)[CH:4]=1.Br[C:26]1[CH:27]=[C:28]([S:32]([N:35]2[CH2:40][CH2:39][O:38][CH2:37][CH2:36]2)(=[O:34])=[O:33])[CH:29]=[CH:30][CH:31]=1. (3) The reactants are: [OH:1][C:2]1([CH2:9][NH:10][C:11]([C:13]2[C:14]3[CH:15]=[CH:16][C:17]([CH:24]4[CH2:28][CH2:27][C:26](=O)[CH2:25]4)=[N:18][C:19]=3[CH:20]=[CH:21][C:22]=2[Cl:23])=[O:12])[CH2:7][CH2:6][CH2:5][CH:4]([CH3:8])[CH2:3]1.[CH3:30][NH:31][CH3:32]. Given the product [OH:1][C:2]1([CH2:9][NH:10][C:11]([C:13]2[C:14]3[CH:15]=[CH:16][C:17]([CH:24]4[CH2:28][CH2:27][CH:26]([N:31]([CH3:32])[CH3:30])[CH2:25]4)=[N:18][C:19]=3[CH:20]=[CH:21][C:22]=2[Cl:23])=[O:12])[CH2:7][CH2:6][CH2:5][CH:4]([CH3:8])[CH2:3]1, predict the reactants needed to synthesize it. (4) Given the product [CH3:29][C:21]1[CH:20]=[CH:19][C:18]([C:10]2[CH:9]=[CH:8][NH:7][C:6]=2[CH2:5][CH:4]([N+:1]([O-:3])=[O:2])[C:15]([CH3:17])([CH3:16])[CH2:14][C:12](=[O:11])[CH3:13])=[CH:28][CH:27]=1, predict the reactants needed to synthesize it. The reactants are: [N+:1]([CH2:4][CH2:5][C:6]1[NH:7][CH:8]=[CH:9][CH:10]=1)([O-:3])=[O:2].[O:11]=[C:12]([CH:14]=[C:15]([CH3:17])[CH3:16])[CH3:13].[CH2:18]1[CH2:28][CH2:27]N2[C:21](=NCCC2)[CH2:20][CH2:19]1.[CH3:29]C#N. (5) Given the product [Cl:3][C:4]1[CH:5]=[C:6]2[C:12]3([CH2:13][CH2:14][N:15]([C:18]([O:20][C:21]([CH3:24])([CH3:23])[CH3:22])=[O:19])[CH2:16][CH2:17]3)[CH2:11][NH:10][C:7]2=[CH:8][CH:9]=1, predict the reactants needed to synthesize it. The reactants are: [BH4-].[Na+].[Cl:3][C:4]1[CH:5]=[C:6]2[C:12]3([CH2:17][CH2:16][N:15]([C:18]([O:20][C:21]([CH3:24])([CH3:23])[CH3:22])=[O:19])[CH2:14][CH2:13]3)[CH:11]=[N:10][C:7]2=[CH:8][CH:9]=1. (6) Given the product [Cl:1][C:2]1[C:10]2[CH:9]([CH2:11][C:12]([O:14][CH2:15][CH3:16])=[O:13])[O:8][B:7]([OH:17])[C:6]=2[CH:5]=[C:4]([O:18][C:26]2[CH:31]=[N:30][CH:29]=[CH:28][N:27]=2)[CH:3]=1, predict the reactants needed to synthesize it. The reactants are: [Cl:1][C:2]1[C:10]2[CH:9]([CH2:11][C:12]([O:14][CH2:15][CH3:16])=[O:13])[O:8][B:7]([OH:17])[C:6]=2[CH:5]=[C:4]([OH:18])[CH:3]=1.C([O-])([O-])=O.[Cs+].[Cs+].Cl[C:26]1[CH:31]=[N:30][CH:29]=[CH:28][N:27]=1.Cl. (7) Given the product [CH2:2]([C@@H:4]1[CH2:8][N:7]([CH2:33][C:34]2[CH:39]=[CH:38][CH:37]=[CH:36][N:35]=2)[CH2:6][C@H:5]1[C:9]1[NH:10][C:11](=[O:24])[C:12]2[CH:17]=[N:16][N:15]([CH:18]3[CH2:19][CH2:20][O:21][CH2:22][CH2:23]3)[C:13]=2[N:14]=1)[CH3:3], predict the reactants needed to synthesize it. The reactants are: Cl.[CH2:2]([C@@H:4]1[CH2:8][NH:7][CH2:6][C@H:5]1[C:9]1[NH:10][C:11](=[O:24])[C:12]2[CH:17]=[N:16][N:15]([CH:18]3[CH2:23][CH2:22][O:21][CH2:20][CH2:19]3)[C:13]=2[N:14]=1)[CH3:3].C(=O)([O-])[O-].[K+].[K+].Br.Br[CH2:33][C:34]1[CH:39]=[CH:38][CH:37]=[CH:36][N:35]=1. (8) Given the product [N:28]1([CH2:27][CH2:26][CH2:25][O:24][C:21]2[CH:22]=[CH:23][C:18]([C:12]3([CH2:11][NH:10][C:5]4[C:4]([NH2:1])=[CH:9][CH:8]=[CH:7][N:6]=4)[CH2:13][CH2:14][O:15][CH2:16][CH2:17]3)=[CH:19][CH:20]=2)[CH2:32][CH2:31][CH2:30][CH2:29]1, predict the reactants needed to synthesize it. The reactants are: [N+:1]([C:4]1[C:5]([NH:10][CH2:11][C:12]2([C:18]3[CH:23]=[CH:22][C:21]([O:24][CH2:25][CH2:26][CH2:27][N:28]4[CH2:32][CH2:31][CH2:30][CH2:29]4)=[CH:20][CH:19]=3)[CH2:17][CH2:16][O:15][CH2:14][CH2:13]2)=[N:6][CH:7]=[CH:8][CH:9]=1)([O-])=O. (9) Given the product [CH3:1][N:2]([CH2:23][CH3:24])[C:3]([C:5]1([CH2:18][CH2:19][CH2:20][CH2:21][N:37]2[CH2:38][CH2:39][N:34]([C:32](=[O:33])[CH2:31][C:25]3[CH:26]=[CH:27][CH:28]=[CH:29][CH:30]=3)[CH2:35][CH2:36]2)[C:17]2[CH:16]=[CH:15][CH:14]=[CH:13][C:12]=2[C:11]2[C:6]1=[CH:7][CH:8]=[CH:9][CH:10]=2)=[O:4], predict the reactants needed to synthesize it. The reactants are: [CH3:1][N:2]([CH2:23][CH3:24])[C:3]([C:5]1([CH2:18][CH2:19][CH2:20][CH2:21]Br)[C:17]2[CH:16]=[CH:15][CH:14]=[CH:13][C:12]=2[C:11]2[C:6]1=[CH:7][CH:8]=[CH:9][CH:10]=2)=[O:4].[C:25]1([CH2:31][C:32]([N:34]2[CH2:39][CH2:38][NH:37][CH2:36][CH2:35]2)=[O:33])[CH:30]=[CH:29][CH:28]=[CH:27][CH:26]=1. (10) Given the product [CH3:18][O:19][C:20]1[CH:21]=[C:22]([CH2:23][C@@H:24]([NH2:10])[CH3:25])[CH:27]=[CH:28][CH:29]=1, predict the reactants needed to synthesize it. The reactants are: C(O)(C(F)(F)F)=O.C(#[N:10])C.C1OCCOC[CH2:18][O:19][C:20]2[C:29](C3C=CC=CC=3)=[CH:28][C:27]3[C:22]([C:21]=2[C:21]2[C:22]4[C:27]([CH:28]=[C:29](C5C=CC=CC=5)[C:20]=2[O:19][CH2:18]COCCOC1)=C[CH:25]=[CH:24][CH:23]=4)=[CH:23][CH:24]=[CH:25]C=3.Cl(O)(=O)(=O)=O.CO.